From a dataset of Forward reaction prediction with 1.9M reactions from USPTO patents (1976-2016). Predict the product of the given reaction. (1) Given the reactants [CH2:1]([O:8][C:9]1[CH:14]=[C:13]([Cl:15])[CH:12]=[CH:11][C:10]=1[C:16]1[N:20]=[C:19]([C:21](OCC)=[O:22])[S:18][N:17]=1)[C:2]1[CH:7]=[CH:6][CH:5]=[CH:4][CH:3]=1.[BH4-].[Na+], predict the reaction product. The product is: [CH2:1]([O:8][C:9]1[CH:14]=[C:13]([Cl:15])[CH:12]=[CH:11][C:10]=1[C:16]1[N:20]=[C:19]([CH2:21][OH:22])[S:18][N:17]=1)[C:2]1[CH:3]=[CH:4][CH:5]=[CH:6][CH:7]=1. (2) Given the reactants [CH3:1][O:2][C:3](=O)[CH2:4][NH:5][C:6](=O)[C:7]([O:9][CH2:10][CH3:11])=[O:8].P12(SP3(SP(SP(S3)(S1)=S)(=S)S2)=S)=[S:15].C(Cl)Cl, predict the reaction product. The product is: [CH3:1][O:2][C:3]1[S:15][C:6]([C:7]([O:9][CH2:10][CH3:11])=[O:8])=[N:5][CH:4]=1. (3) Given the reactants [C:1]([C:3]1[CH:4]=[C:5]2[C:10](=[CH:11][CH:12]=1)[S:9][C:8]([CH3:14])([CH3:13])[CH2:7][C:6]2=[O:15])#[CH:2].I[C:17]1[CH:27]=[CH:26][C:20]([C:21]([O:23][CH2:24][CH3:25])=[O:22])=[CH:19][CH:18]=1, predict the reaction product. The product is: [CH3:14][C:8]1([CH3:13])[CH2:7][C:6](=[O:15])[C:5]2[C:10](=[CH:11][CH:12]=[C:3]([C:1]#[C:2][C:17]3[CH:27]=[CH:26][C:20]([C:21]([O:23][CH2:24][CH3:25])=[O:22])=[CH:19][CH:18]=3)[CH:4]=2)[S:9]1. (4) Given the reactants CC([Si:5]([O:16][Si:17]([CH3:20])([CH3:19])[CH3:18])([O:11][Si:12]([CH3:15])([CH3:14])[CH3:13])[O:6][Si:7]([CH3:10])([CH3:9])[CH3:8])(C)C.C([Si](O[Si](C)(C)C)(O[Si](C)(C)C)O[Si](C)(C)C)[CH2:22][CH2:23][CH3:24].[CH3:41][Si](C)(C)O[Si](CCC)(O[Si](C)(C)C)O[Si](C)(C)C.C([Si](O[Si](C)(C)C)(O[Si](C)(C)C)O[Si](C)(C)C)C.C([Si](CC)(CC)O[Si](C)(O[Si](C)(C)C)O[Si](C)(C)C)C.C[Si](C)(C1C=CC=CC=1)O[Si](C)(O[Si](C)(C)C)O[Si](C)(C)C.C[Si](C)(C)O[Si](CC(C)CCC)(O[Si](C)(C)C)O[Si](C)(C)C.C[Si](C)(C)O[Si](CCCC(C)C)(O[Si](C)(C)C)O[Si](C)(C)C, predict the reaction product. The product is: [CH3:9][Si:7]([CH3:8])([CH3:10])[O:6][Si:5]([CH2:41][CH:23]([CH3:22])[CH3:24])([O:16][Si:17]([CH3:20])([CH3:19])[CH3:18])[O:11][Si:12]([CH3:14])([CH3:13])[CH3:15]. (5) Given the reactants [Cl:1][C:2]1[CH:3]=[CH:4][CH:5]=[C:6]2[C:10]=1[NH:9][CH:8]=[C:7]2[CH:11]1[CH2:16][CH2:15][N:14]([C:17](=[O:29])[CH2:18][C:19]2[CH:24]=[C:23]([N+:25]([O-])=O)[CH:22]=[CH:21][C:20]=2[CH3:28])[CH2:13][CH2:12]1.Cl, predict the reaction product. The product is: [Cl:1][C:2]1[CH:3]=[CH:4][CH:5]=[C:6]2[C:10]=1[NH:9][CH:8]=[C:7]2[CH:11]1[CH2:16][CH2:15][N:14]([C:17](=[O:29])[CH2:18][C:19]2[CH:24]=[C:23]([NH2:25])[CH:22]=[CH:21][C:20]=2[CH3:28])[CH2:13][CH2:12]1. (6) Given the reactants Br[C:2]1[CH:3]=[CH:4][C:5]([O:10][CH:11]2[CH2:16][CH2:15][O:14][CH2:13][CH2:12]2)=[C:6]([CH:9]=1)[C:7]#[N:8].[B:17]1([B:17]2[O:21][C:20]([CH3:23])([CH3:22])[C:19]([CH3:25])([CH3:24])[O:18]2)[O:21][C:20]([CH3:23])([CH3:22])[C:19]([CH3:25])([CH3:24])[O:18]1.CC([O-])=O.[K+], predict the reaction product. The product is: [O:14]1[CH2:15][CH2:16][CH:11]([O:10][C:5]2[CH:4]=[CH:3][C:2]([B:17]3[O:21][C:20]([CH3:23])([CH3:22])[C:19]([CH3:25])([CH3:24])[O:18]3)=[CH:9][C:6]=2[C:7]#[N:8])[CH2:12][CH2:13]1.